This data is from Full USPTO retrosynthesis dataset with 1.9M reactions from patents (1976-2016). The task is: Predict the reactants needed to synthesize the given product. (1) Given the product [OH:1][CH2:2][C:3]1[CH:4]=[C:5]([N:9]2[CH2:10][CH2:11][N:12]([C:15]([C:46]3[N:41]([CH:32]([O:33][Si:34]([C:37]([CH3:40])([CH3:39])[CH3:38])([CH3:36])[CH3:35])[CH3:31])[C:43]([C:42]4[CH:5]=[CH:4][CH:3]=[CH:8][CH:7]=4)=[CH:44][CH:45]=3)=[O:16])[CH2:13][CH2:14]2)[CH:6]=[CH:7][CH:8]=1, predict the reactants needed to synthesize it. The reactants are: [OH:1][CH2:2][C:3]1[CH:4]=[C:5]([N:9]2[CH2:14][CH2:13][N:12]([C:15](C3C=CNC=3C3C=CC=CC=3)=[O:16])[CH2:11][CH2:10]2)[CH:6]=[CH:7][CH:8]=1.[H-].[Na+].Br[CH2:31][CH2:32][O:33][Si:34]([C:37]([CH3:40])([CH3:39])[CH3:38])([CH3:36])[CH3:35].[N:41]1[CH:46]=[CH:45][CH:44]=[CH:43][CH:42]=1. (2) Given the product [CH2:11]([O:13][C:14]([C:16]1[NH:17][C:18]2[C:23]([C:24]=1[I:2])=[CH:22][C:21]([Br:25])=[CH:20][CH:19]=2)=[O:15])[CH3:12], predict the reactants needed to synthesize it. The reactants are: [Na+].[I-:2].ClN1C(=O)CCC1=O.[CH2:11]([O:13][C:14]([C:16]1[NH:17][C:18]2[C:23]([CH:24]=1)=[CH:22][C:21]([Br:25])=[CH:20][CH:19]=2)=[O:15])[CH3:12].[O-]S([O-])(=S)=O.[Na+].[Na+]. (3) Given the product [F:1][C:2]([F:6])([F:5])[CH2:3][O:4][C:10]1[N:11]([C:21]2[CH:22]=[CH:23][C:24]([O:27][CH2:28][C:29]([F:31])([F:30])[F:32])=[CH:25][CH:26]=2)[C:12](=[O:20])[C:13]2[CH2:18][C:17](=[O:19])[NH:16][C:14]=2[N:15]=1, predict the reactants needed to synthesize it. The reactants are: [F:1][C:2]([F:6])([F:5])[CH2:3][OH:4].CS([C:10]1[N:11]([C:21]2[CH:26]=[CH:25][C:24]([O:27][CH2:28][C:29]([F:32])([F:31])[F:30])=[CH:23][CH:22]=2)[C:12](=[O:20])[C:13]2[CH2:18][C:17](=[O:19])[NH:16][C:14]=2[N:15]=1)=O. (4) Given the product [Cl:17][C:5]1[C:6]([NH:8][C:9]2[CH:14]=[CH:13][CH:12]=[CH:11][C:10]=2[O:15][CH3:16])=[N:7][C:2]([NH:18][C:19]2[C:20]([O:32][CH3:33])=[CH:21][C:22]3[N:28]([CH3:29])[C:27](=[O:30])[O:26][CH2:25][CH2:24][C:23]=3[CH:31]=2)=[N:3][CH:4]=1, predict the reactants needed to synthesize it. The reactants are: Cl[C:2]1[N:7]=[C:6]([NH:8][C:9]2[CH:14]=[CH:13][CH:12]=[CH:11][C:10]=2[O:15][CH3:16])[C:5]([Cl:17])=[CH:4][N:3]=1.[NH2:18][C:19]1[C:20]([O:32][CH3:33])=[CH:21][C:22]2[N:28]([CH3:29])[C:27](=[O:30])[O:26][CH2:25][CH2:24][C:23]=2[CH:31]=1. (5) Given the product [Cl:22][C:23]1[CH:28]=[CH:27][CH:26]=[C:25]([F:29])[C:24]=1[C:30]1[C:34]([C:35]([NH:1][CH:4]2[CH2:9][CH2:8][CH2:7][CH:6]([CH2:10][C:11]([O:13][CH3:14])=[O:12])[CH2:5]2)=[O:36])=[C:33]([CH3:38])[O:32][CH:15]=1, predict the reactants needed to synthesize it. The reactants are: [N+:1]([CH:4]1[CH2:9][CH2:8][CH2:7][CH:6]([CH2:10][C:11]([O:13][CH3:14])=[O:12])[CH2:5]1)([O-])=O.[CH2:15](N(CC)CC)C.[Cl:22][C:23]1[CH:28]=[CH:27][CH:26]=[C:25]([F:29])[C:24]=1[C:30]1[C:34]([C:35](Cl)=[O:36])=[C:33]([CH3:38])[O:32]N=1.C(Cl)(Cl)Cl. (6) Given the product [CH3:19][O:20][C:21]([C@H:23]1[CH2:28][CH2:27][C@H:26]([CH2:29][NH:30][C:8]2[CH:13]=[C:12]([O:14][CH3:15])[CH:11]=[CH:10][C:9]=2[N+:16]([O-:18])=[O:17])[CH2:25][CH2:24]1)=[O:22], predict the reactants needed to synthesize it. The reactants are: C([O-])([O-])=O.[K+].[K+].F[C:8]1[CH:13]=[C:12]([O:14][CH3:15])[CH:11]=[CH:10][C:9]=1[N+:16]([O-:18])=[O:17].[CH3:19][O:20][C:21]([C@H:23]1[CH2:28][CH2:27][C@H:26]([CH2:29][NH2:30])[CH2:25][CH2:24]1)=[O:22]. (7) Given the product [NH2:11][CH2:10][C:9]([N:8]([CH2:1][C:2]1[CH:7]=[CH:6][CH:5]=[CH:4][CH:3]=1)[CH:23]1[C:32]2[C:27](=[CH:28][CH:29]=[CH:30][CH:31]=2)[O:26][CH2:25][CH:24]1[CH2:33][C:34]1[CH:35]=[CH:36][CH:37]=[CH:38][CH:39]=1)=[O:22], predict the reactants needed to synthesize it. The reactants are: [CH2:1]([N:8]([CH:23]1[C:32]2[C:27](=[CH:28][CH:29]=[CH:30][CH:31]=2)[O:26][CH2:25][CH:24]1[CH2:33][C:34]1[CH:39]=[CH:38][CH:37]=[CH:36][CH:35]=1)[C:9](=[O:22])[CH2:10][N:11]1C(=O)C2C(=CC=CC=2)C1=O)[C:2]1[CH:7]=[CH:6][CH:5]=[CH:4][CH:3]=1.O.NN.